Dataset: Full USPTO retrosynthesis dataset with 1.9M reactions from patents (1976-2016). Task: Predict the reactants needed to synthesize the given product. (1) Given the product [CH:24]1([C:2]2[C:3]([CH3:23])=[CH:4][C:5]([N+:20]([O-:22])=[O:21])=[C:6]([NH:8][CH2:9][CH2:10][CH2:11][CH2:12][CH2:13][CH2:14][C:15]([O:17][CH2:18][CH3:19])=[O:16])[CH:7]=2)[CH2:26][CH2:25]1, predict the reactants needed to synthesize it. The reactants are: Cl[C:2]1[C:3]([CH3:23])=[CH:4][C:5]([N+:20]([O-:22])=[O:21])=[C:6]([NH:8][CH2:9][CH2:10][CH2:11][CH2:12][CH2:13][CH2:14][C:15]([O:17][CH2:18][CH3:19])=[O:16])[CH:7]=1.[CH:24]1(B(O)O)[CH2:26][CH2:25]1.ClCCl.C(=O)([O-])[O-].[Cs+].[Cs+]. (2) Given the product [CH3:16][O:15][C:3]1[C:4]([NH2:14])=[N:5][C:6]([C:8]2[CH:13]=[CH:12][CH:11]=[CH:10][CH:9]=2)=[N:7][CH:2]=1, predict the reactants needed to synthesize it. The reactants are: Cl[C:2]1[N:7]=[C:6]([C:8]2[CH:13]=[CH:12][CH:11]=[CH:10][CH:9]=2)[N:5]=[C:4]([NH2:14])[C:3]=1[O:15][CH3:16]. (3) Given the product [F:27][C:24]1[CH:25]=[CH:26][C:21]([C:18]2[N:17]=[C:16]([NH:15][C:13](=[O:14])[C:12]3[CH:32]=[CH:33][C:9]([NH:8][C:4]4[CH:3]=[C:2]([N:34]5[CH2:38][CH2:37][CH2:36][CH2:35]5)[N:7]=[CH:6][N:5]=4)=[CH:10][CH:11]=3)[S:20][N:19]=2)=[CH:22][C:23]=1[C:28]([F:31])([F:30])[F:29], predict the reactants needed to synthesize it. The reactants are: Cl[C:2]1[N:7]=[CH:6][N:5]=[C:4]([NH:8][C:9]2[CH:33]=[CH:32][C:12]([C:13]([NH:15][C:16]3[S:20][N:19]=[C:18]([C:21]4[CH:26]=[CH:25][C:24]([F:27])=[C:23]([C:28]([F:31])([F:30])[F:29])[CH:22]=4)[N:17]=3)=[O:14])=[CH:11][CH:10]=2)[CH:3]=1.[NH:34]1[CH2:38][CH2:37][CH2:36][CH2:35]1. (4) Given the product [CH:12]1([C:15]2[O:16][C:17]3[C:18](=[C:20]([C:33]#[N:34])[C:21]([CH2:31][F:32])=[C:22]([C:25]4[CH:26]=[CH:27][CH:28]=[CH:29][CH:30]=4)[C:23]=3[N:5]3[CH2:6][CH2:7][C@H:3]([NH:2][CH3:1])[CH2:4]3)[N:19]=2)[CH2:13][CH2:14]1, predict the reactants needed to synthesize it. The reactants are: [CH3:1][NH:2][C@H:3]1[CH2:7][CH2:6][NH:5][CH2:4]1.CS(C)=O.[CH:12]1([C:15]2[O:16][C:17]3[C:18](=[C:20]([C:33]#[N:34])[C:21]([CH2:31][F:32])=[C:22]([C:25]4[CH:30]=[CH:29][CH:28]=[CH:27][CH:26]=4)[C:23]=3F)[N:19]=2)[CH2:14][CH2:13]1.C(N(CC)CC)C. (5) Given the product [C:38]([C:5]1[CH:4]=[CH:3][C:2]([C:1]([NH:9][C:10]2[CH:11]=[CH:12][C:13]([C:16]3[CH:24]=[C:23]4[C:19]([CH2:20][N:21]([C@@H:26]([CH:31]([CH3:33])[CH3:32])[C:27]([O:29][CH3:30])=[O:28])[C:22]4=[O:25])=[CH:18][CH:17]=3)=[CH:14][CH:15]=2)=[O:8])=[CH:7][CH:6]=1)([CH3:41])([CH3:39])[CH3:37], predict the reactants needed to synthesize it. The reactants are: [C:1]([NH:9][C:10]1[CH:15]=[CH:14][C:13]([C:16]2[CH:24]=[C:23]3[C:19]([CH2:20][N:21]([C@@H:26]([CH:31]([CH3:33])[CH3:32])[C:27]([O:29][CH3:30])=[O:28])[C:22]3=[O:25])=[CH:18][CH:17]=2)=[CH:12][CH:11]=1)(=[O:8])[C:2]1[CH:7]=[CH:6][CH:5]=[CH:4][CH:3]=1.NC1C=[CH:39][C:38]([C:41]2C=[C:39]3[C:38]([CH2:41]N([C@@H](C(C)C)C(OC)=O)C3=O)=[CH:37]C=2)=[CH:37]C=1.C(C1C=CC(C(Cl)=O)=CC=1)(C)(C)C. (6) Given the product [O:27]=[C:9]1[CH2:10][C:11]2([CH:12]=[CH:13][N:14]([C:17]([O:19][CH2:20][C:21]3[CH:26]=[CH:25][CH:24]=[CH:23][CH:22]=3)=[O:18])[CH2:15][CH2:16]2)[C:2]2[C:3](=[N:4][CH:5]=[CH:6][CH:7]=2)[N:8]1[CH2:28][O:29][CH2:30][CH2:31][Si:32]([CH3:35])([CH3:34])[CH3:33], predict the reactants needed to synthesize it. The reactants are: Br[C:2]1[C:3]([N:8]([CH2:28][O:29][CH2:30][CH2:31][Si:32]([CH3:35])([CH3:34])[CH3:33])[C:9](=[O:27])[CH2:10][C:11]2[CH2:12][CH2:13][N:14]([C:17]([O:19][CH2:20][C:21]3[CH:26]=[CH:25][CH:24]=[CH:23][CH:22]=3)=[O:18])[CH2:15][CH:16]=2)=[N:4][CH:5]=[CH:6][CH:7]=1.C1(C(N)C2CCCCC2)CCCCC1.O. (7) Given the product [CH3:1][O:2][C:3]1[CH:4]=[C:5]2[C:10](=[CH:11][C:12]=1[O:13][CH3:14])[N:9]=[CH:8][CH:7]=[C:6]2[O:15][C:16]1[C:22]([CH3:23])=[CH:21][C:19]([NH:20][C:29](=[O:35])[O:30][CH2:31][N:39]2[C:47](=[O:48])[C:46]3[C:41](=[CH:42][CH:43]=[CH:44][CH:45]=3)[C:40]2=[O:49])=[C:18]([CH3:24])[CH:17]=1, predict the reactants needed to synthesize it. The reactants are: [CH3:1][O:2][C:3]1[CH:4]=[C:5]2[C:10](=[CH:11][C:12]=1[O:13][CH3:14])[N:9]=[CH:8][CH:7]=[C:6]2[O:15][C:16]1[C:22]([CH3:23])=[CH:21][C:19]([NH2:20])=[C:18]([CH3:24])[CH:17]=1.ClC(Cl)(O[C:29](=[O:35])[O:30][C:31](Cl)(Cl)Cl)Cl.OC[N:39]1[C:47](=[O:48])[C:46]2[C:41](=[CH:42][CH:43]=[CH:44][CH:45]=2)[C:40]1=[O:49].C(=O)(O)[O-].[Na+]. (8) Given the product [F:24][C:22]1[CH:23]=[C:18]([C:9]([NH:8][C:6](=[O:7])[O:5][C:1]([CH3:4])([CH3:3])[CH3:2])([CH3:17])[CH:10]=[O:11])[CH:19]=[C:20]([F:25])[CH:21]=1, predict the reactants needed to synthesize it. The reactants are: [C:1]([O:5][C:6]([NH:8][C:9]([C:18]1[CH:23]=[C:22]([F:24])[CH:21]=[C:20]([F:25])[CH:19]=1)([CH3:17])[C:10](OC(C)(C)C)=[O:11])=[O:7])([CH3:4])([CH3:3])[CH3:2].[H-].[H-].[H-].[H-].[Li+].[Al+3]. (9) Given the product [CH2:20]([O:22][C:23](=[O:31])[C:24]1[CH:29]=[CH:28][C:27]([C:19]#[C:18][C:6]2[CH:7]=[C:8]3[C:13](=[C:4]([CH:1]4[CH2:3][CH2:2]4)[CH:5]=2)[O:12][C:11]([CH3:14])([CH3:15])[CH2:10][C:9]3([CH3:17])[CH3:16])=[CH:26][CH:25]=1)[CH3:21], predict the reactants needed to synthesize it. The reactants are: [CH:1]1([C:4]2[CH:5]=[C:6]([C:18]#[CH:19])[CH:7]=[C:8]3[C:13]=2[O:12][C:11]([CH3:15])([CH3:14])[CH2:10][C:9]3([CH3:17])[CH3:16])[CH2:3][CH2:2]1.[CH2:20]([O:22][C:23](=[O:31])[C:24]1[CH:29]=[CH:28][C:27](I)=[CH:26][CH:25]=1)[CH3:21].C(N(CC)CC)C.C(OC(=O)C1C=CC(C#CC2C=CC3C(NC4CC4)CCC(C)(C)C=3C=2)=CC=1)C.